This data is from Reaction yield outcomes from USPTO patents with 853,638 reactions. The task is: Predict the reaction yield, written as a fraction of the theoretical maximum amount of product (1.0 means a 100% yield; for example, 0.34 means a 34% yield). (1) The product is [Br:1][C:2]1[CH:7]=[CH:6][C:5]([O:8][CH2:9][CH2:10][CH2:11][N:17]2[CH2:18][CH2:19][N:14]([CH3:13])[CH2:15][CH2:16]2)=[CH:4][CH:3]=1. The reactants are [Br:1][C:2]1[CH:7]=[CH:6][C:5]([O:8][CH2:9][CH2:10][CH2:11]Br)=[CH:4][CH:3]=1.[CH3:13][N:14]1[CH2:19][CH2:18][NH:17][CH2:16][CH2:15]1.C([O-])([O-])=O.[Cs+].[Cs+].C(OCC)(=O)C. The catalyst is CC#N. The yield is 0.750. (2) The reactants are [CH3:1][C:2]([C:5]1[CH:6]=[C:7]([C:16]2[N:17]=[C:18]([CH2:21][NH:22][CH3:23])[S:19][CH:20]=2)[CH:8]=[C:9]([C:12]([CH3:15])([CH3:14])[CH3:13])[C:10]=1[OH:11])([CH3:4])[CH3:3].CCN(CC)CC.[N+:31]([C:34]1[CH:41]=[CH:40][C:37]([CH2:38]Br)=[CH:36][CH:35]=1)([O-:33])=[O:32].O. The catalyst is C(Cl)Cl. The product is [C:2]([C:5]1[CH:6]=[C:7]([C:16]2[N:17]=[C:18]([CH2:21][N:22]([CH3:23])[CH2:38][C:37]3[CH:40]=[CH:41][C:34]([N+:31]([O-:33])=[O:32])=[CH:35][CH:36]=3)[S:19][CH:20]=2)[CH:8]=[C:9]([C:12]([CH3:15])([CH3:14])[CH3:13])[C:10]=1[OH:11])([CH3:4])([CH3:3])[CH3:1]. The yield is 0.630. (3) The reactants are [CH3:1][C:2]1[N:3]=[C:4]2[C:13]3[CH2:12][CH:11]([C:14]4[CH:19]=[CH:18][CH:17]=[CH:16][CH:15]=4)[CH2:10][CH2:9][C:8]=3[C:7]([C:20](O)=[O:21])=[CH:6][N:5]2[C:23]=1[CH3:24].CN(C(ON1N=NC2C=CC=CC1=2)=[N+](C)C)C.[B-](F)(F)(F)F.[NH:47]1[CH2:52][CH2:51][O:50][CH2:49][CH2:48]1.[Cl-].[NH4+]. The catalyst is ClCCl. The product is [CH3:1][C:2]1[N:3]=[C:4]2[C:13]3[CH2:12][CH:11]([C:14]4[CH:19]=[CH:18][CH:17]=[CH:16][CH:15]=4)[CH2:10][CH2:9][C:8]=3[C:7]([C:20]([N:47]3[CH2:52][CH2:51][O:50][CH2:49][CH2:48]3)=[O:21])=[CH:6][N:5]2[C:23]=1[CH3:24]. The yield is 0.810.